This data is from Forward reaction prediction with 1.9M reactions from USPTO patents (1976-2016). The task is: Predict the product of the given reaction. The product is: [OH:8][C:9]1[CH:10]=[C:11]([C:17]2[N:22]=[C:21]([C:23]([O:25][CH3:26])=[O:24])[CH:20]=[CH:19][CH:18]=2)[CH:12]=[CH:13][C:14]=1[O:15][CH3:16]. Given the reactants C([O:8][C:9]1[CH:10]=[C:11]([C:17]2[N:22]=[C:21]([C:23]([O:25][CH3:26])=[O:24])[CH:20]=[CH:19][CH:18]=2)[CH:12]=[CH:13][C:14]=1[O:15][CH3:16])C1C=CC=CC=1, predict the reaction product.